This data is from Catalyst prediction with 721,799 reactions and 888 catalyst types from USPTO. The task is: Predict which catalyst facilitates the given reaction. (1) Product: [CH3:7][NH:6][C:5]1[CH:8]=[CH:9][C:2]([C:21]2[CH:20]=[CH:19][C:17]([NH2:18])=[C:16]([N+:13]([O-:15])=[O:14])[CH:22]=2)=[CH:3][C:4]=1[N+:10]([O-:12])=[O:11]. Reactant: Br[C:2]1[CH:9]=[CH:8][C:5]([NH:6][CH3:7])=[C:4]([N+:10]([O-:12])=[O:11])[CH:3]=1.[N+:13]([C:16]1[CH:22]=[C:21](B2OC(C)(C)C(C)(C)O2)[CH:20]=[CH:19][C:17]=1[NH2:18])([O-:15])=[O:14].C1(C2C=CC=CC=2)C=CC=CC=1P(C1CCCCC1)C1CCCCC1.[O-]P([O-])([O-])=O.[K+].[K+].[K+]. The catalyst class is: 149. (2) Reactant: Cl[C:2]1[N:11]=[C:10]([NH:12][CH2:13][C:14]2[CH:19]=[CH:18][CH:17]=[CH:16][N:15]=2)[C:9]2[C:4](=[CH:5][CH:6]=[CH:7][C:8]=2[C:20]2[CH:25]=[CH:24][CH:23]=[CH:22][CH:21]=2)[N:3]=1.[CH2:26](C([Sn])=C(CCCC)CCCC)[CH2:27]CC. Product: [C:20]1([C:8]2[CH:7]=[CH:6][CH:5]=[C:4]3[C:9]=2[C:10]([NH:12][CH2:13][C:14]2[CH:19]=[CH:18][CH:17]=[CH:16][N:15]=2)=[N:11][C:2]([CH:26]=[CH2:27])=[N:3]3)[CH:25]=[CH:24][CH:23]=[CH:22][CH:21]=1. The catalyst class is: 12.